This data is from NCI-60 drug combinations with 297,098 pairs across 59 cell lines. The task is: Regression. Given two drug SMILES strings and cell line genomic features, predict the synergy score measuring deviation from expected non-interaction effect. (1) Drug 1: CN(C)N=NC1=C(NC=N1)C(=O)N. Drug 2: CC1=C(C(=O)C2=C(C1=O)N3CC4C(C3(C2COC(=O)N)OC)N4)N. Cell line: OVCAR3. Synergy scores: CSS=25.2, Synergy_ZIP=-0.388, Synergy_Bliss=7.97, Synergy_Loewe=-0.145, Synergy_HSA=4.58. (2) Drug 1: CC12CCC(CC1=CCC3C2CCC4(C3CC=C4C5=CN=CC=C5)C)O. Drug 2: CC12CCC3C(C1CCC2O)C(CC4=C3C=CC(=C4)O)CCCCCCCCCS(=O)CCCC(C(F)(F)F)(F)F. Cell line: EKVX. Synergy scores: CSS=3.02, Synergy_ZIP=-0.0583, Synergy_Bliss=1.07, Synergy_Loewe=-0.0993, Synergy_HSA=-0.0763. (3) Drug 1: C1=NC2=C(N1)C(=S)N=C(N2)N. Drug 2: CC1=C(N=C(N=C1N)C(CC(=O)N)NCC(C(=O)N)N)C(=O)NC(C(C2=CN=CN2)OC3C(C(C(C(O3)CO)O)O)OC4C(C(C(C(O4)CO)O)OC(=O)N)O)C(=O)NC(C)C(C(C)C(=O)NC(C(C)O)C(=O)NCCC5=NC(=CS5)C6=NC(=CS6)C(=O)NCCC[S+](C)C)O. Cell line: PC-3. Synergy scores: CSS=20.6, Synergy_ZIP=-8.74, Synergy_Bliss=-2.31, Synergy_Loewe=-2.24, Synergy_HSA=-0.426.